This data is from Full USPTO retrosynthesis dataset with 1.9M reactions from patents (1976-2016). The task is: Predict the reactants needed to synthesize the given product. (1) Given the product [Br:13][CH2:2][C:3]1[O:4][C:5]2[CH:11]=[CH:10][CH:9]=[CH:8][C:6]=2[CH:7]=1, predict the reactants needed to synthesize it. The reactants are: O[CH2:2][C:3]1[O:4][C:5]2[CH:11]=[CH:10][CH:9]=[CH:8][C:6]=2[CH:7]=1.P(Br)(Br)[Br:13]. (2) Given the product [F:1][C:2]1[CH:7]=[CH:6][C:5]([C:8]([F:11])([F:10])[F:9])=[CH:4][C:3]=1[C:12]1[CH:16]=[C:15]([C:45]2[CH:44]=[CH:43][C:42]3[C:47](=[CH:48][CH:49]=[C:40]([O:39][CH3:38])[CH:41]=3)[CH:46]=2)[N:14]([C@H:25]([C:27]2[CH:28]=[CH:29][C:30]([C:31]([O:33][CH2:34][CH3:35])=[O:32])=[CH:36][CH:37]=2)[CH3:26])[N:13]=1, predict the reactants needed to synthesize it. The reactants are: [F:1][C:2]1[CH:7]=[CH:6][C:5]([C:8]([F:11])([F:10])[F:9])=[CH:4][C:3]=1[C:12]1[CH:16]=[C:15](OS(C(F)(F)F)(=O)=O)[N:14]([C@H:25]([C:27]2[CH:37]=[CH:36][C:30]([C:31]([O:33][CH2:34][CH3:35])=[O:32])=[CH:29][CH:28]=2)[CH3:26])[N:13]=1.[CH3:38][O:39][C:40]1[CH:41]=[C:42]2[C:47](=[CH:48][CH:49]=1)[CH:46]=[C:45](B(O)O)[CH:44]=[CH:43]2.C(N(CC)CC)C.N#N. (3) The reactants are: Cl[C:2]1[C:9]([N+:10]([O-:12])=[O:11])=[CH:8][CH:7]=[CH:6][C:3]=1[C:4]#[N:5].BrC1C=CC=C([N+]([O-])=O)C=1[NH:23][CH2:24][CH2:25][OH:26]. Given the product [OH:26][CH2:25][CH2:24][NH:23][C:2]1[C:9]([N+:10]([O-:12])=[O:11])=[CH:8][CH:7]=[CH:6][C:3]=1[C:4]#[N:5], predict the reactants needed to synthesize it.